This data is from hERG Central: cardiac toxicity at 1µM, 10µM, and general inhibition. The task is: Predict hERG channel inhibition at various concentrations. (1) The molecule is Cc1ccc2cc(C)c3nnc(SCC(=O)Nc4nc5c(s4)CCCC5)n3c2c1C. Results: hERG_inhib (hERG inhibition (general)): blocker. (2) The molecule is Cc1cccn2c(=O)c3cc(C(=O)NCC4CCCO4)c(=N)n(C4CCCCC4)c3nc12. Results: hERG_inhib (hERG inhibition (general)): blocker. (3) The drug is COc1ccc(C[C@@H]2CN3C(=NC[C@@H]3C)N2CCNC(=O)c2ccc(C)c(Br)c2)cc1. Results: hERG_inhib (hERG inhibition (general)): blocker. (4) The drug is CCN(CC)c1ccc(NC(=O)CN2CCN(CC(=O)Nc3ccc(OC)cc3)CC2)cc1. Results: hERG_inhib (hERG inhibition (general)): blocker. (5) The compound is Cc1ccc(C)c(OCCCN2CCCC2)c1.O=C(O)C(=O)O. Results: hERG_inhib (hERG inhibition (general)): blocker.